Task: Predict the reactants needed to synthesize the given product.. Dataset: Full USPTO retrosynthesis dataset with 1.9M reactions from patents (1976-2016) (1) Given the product [Cl:61][C:58]1[CH:59]=[CH:60][C:55]2[NH:54][C:63]([CH:65]3[CH2:68][N:67]([C:69]([O:71][C:72]([CH3:75])([CH3:74])[CH3:73])=[O:70])[CH2:66]3)=[N:62][C:56]=2[CH:57]=1, predict the reactants needed to synthesize it. The reactants are: F[P-](F)(F)(F)(F)F.N1(OC(N(C)C)=[N+](C)C)C2C=CC=CC=2N=N1.C1(N)C=CC=CC=1N.C(OC(N1CC(C(O)=O)C1)=O)(C)(C)C.C(N(CC)CC)C.[NH2:54][C:55]1[CH:60]=[CH:59][C:58]([Cl:61])=[CH:57][C:56]=1[NH:62][C:63]([CH:65]1[CH2:68][N:67]([C:69]([O:71][C:72]([CH3:75])([CH3:74])[CH3:73])=[O:70])[CH2:66]1)=O. (2) Given the product [Cl:12][C:13]1[CH:14]=[C:15]([NH:19][C:20]2[S:21][CH:3]=[C:4]([C:6]3[CH:11]=[CH:10][N:9]=[CH:8][CH:7]=3)[N:22]=2)[CH:16]=[CH:17][CH:18]=1, predict the reactants needed to synthesize it. The reactants are: Br.Br[CH2:3][C:4]([C:6]1[CH:11]=[CH:10][N:9]=[CH:8][CH:7]=1)=O.[Cl:12][C:13]1[CH:14]=[C:15]([NH:19][C:20]([NH2:22])=[S:21])[CH:16]=[CH:17][CH:18]=1.N. (3) Given the product [CH3:1][O:2][C:3](=[O:22])[CH:4]([CH3:21])[CH:5]([OH:6])[C:7]1[CH:12]=[CH:11][C:10]([OH:13])=[CH:9][CH:8]=1, predict the reactants needed to synthesize it. The reactants are: [CH3:1][O:2][C:3](=[O:22])[CH:4]([CH3:21])[CH:5]([C:7]1[CH:12]=[CH:11][C:10]([O:13]CC2C=CC=CC=2)=[CH:9][CH:8]=1)[OH:6].[H][H].